The task is: Predict the reaction yield, written as a fraction of the theoretical maximum amount of product (1.0 means a 100% yield; for example, 0.34 means a 34% yield).. This data is from Reaction yield outcomes from USPTO patents with 853,638 reactions. The reactants are CO[C:3]([C:5]1[C:13]([NH:14][C:15]2[CH:20]=[CH:19][C:18]([Br:21])=[CH:17][C:16]=2[Cl:22])=[C:12]([Cl:23])[C:8]2[N:9]=CNC=2[CH:6]=1)=[O:4].[CH3:24][O:25]C(C1C(NC2C=CC(Br)=CC=2)=C(Cl)C2N=CNC=2C=1)=O.C1C(=O)[N:50](Cl)C(=O)C1.Cl.[C:55](=[O:58])(O)[O-].[Na+].OS([O-])=O.[Na+].[CH3:65][N:66]([CH:68]=O)[CH3:67]. The catalyst is O. The product is [OH:25][CH2:24][CH2:55][O:58][NH:50][C:3]([C:5]1[C:13]([NH:14][C:15]2[CH:20]=[CH:19][C:18]([Br:21])=[CH:17][C:16]=2[Cl:22])=[C:12]([Cl:23])[C:8]2[N:9]=[CH:68][N:66]([CH3:65])[C:67]=2[CH:6]=1)=[O:4]. The yield is 0.570.